Dataset: Reaction yield outcomes from USPTO patents with 853,638 reactions. Task: Predict the reaction yield, written as a fraction of the theoretical maximum amount of product (1.0 means a 100% yield; for example, 0.34 means a 34% yield). (1) The reactants are [CH3:1][O:2][C:3]1[CH:8]=[CH:7][C:6]([C:9]2([C:12]3O[C:15]([NH2:17])=[N:14][N:13]=3)[CH2:11][CH2:10]2)=[CH:5][CH:4]=1.[NH2:18][NH2:19]. The catalyst is O. The product is [CH3:1][O:2][C:3]1[CH:8]=[CH:7][C:6]([C:9]2([C:12]3[N:18]([NH2:19])[C:15]([NH2:17])=[N:14][N:13]=3)[CH2:11][CH2:10]2)=[CH:5][CH:4]=1. The yield is 0.471. (2) The reactants are CS[C:3]1[CH:8]=[CH:7][C:6]([N+:9]([O-:11])=[O:10])=[CH:5][N:4]=1.[S:12](=[O:16])(=O)(O)[OH:13].[O-][Mn](=O)(=O)=O.[K+].[CH3:23]C(C)=O. The catalyst is O. The product is [CH3:23][S:12]([C:3]1[CH:8]=[CH:7][C:6]([N+:9]([O-:11])=[O:10])=[CH:5][N:4]=1)(=[O:16])=[O:13]. The yield is 0.660. (3) The reactants are [CH:1]([C:5]1[C:18]2[NH:17][C:16]3[C:11](=[CH:12][CH:13]=[CH:14][CH:15]=3)[S:10][C:9]=2[CH:8]=[CH:7][CH:6]=1)([CH2:3][CH3:4])[CH3:2].[I:19]I. The catalyst is C(Cl)(Cl)Cl. The product is [I-:19].[CH3:2][CH:1]([C:5]1[C:18]2[C:9](=[S+:10][C:11]3[C:16]([N:17]=2)=[CH:15][CH:14]=[CH:13][CH:12]=3)[CH:8]=[CH:7][CH:6]=1)[CH2:3][CH3:4]. The yield is 0.680. (4) The reactants are [CH2:1]([N:8]1[CH:16]=[C:15]2[C:10]([CH:11]=[C:12]([C:17]3[CH:18]=[C:19]([CH:27]4[CH2:31][CH2:30][NH:29][CH2:28]4)[N:20]4[C:25]=3[C:24]([NH2:26])=[N:23][CH:22]=[N:21]4)[CH:13]=[CH:14]2)=[N:9]1)[C:2]1[CH:7]=[CH:6][CH:5]=[CH:4][CH:3]=1.[CH3:32][S:33](Cl)(=[O:35])=[O:34].C(N(CC)CC)C. The catalyst is O1CCCC1. The product is [CH2:1]([N:8]1[CH:16]=[C:15]2[C:10]([CH:11]=[C:12]([C:17]3[CH:18]=[C:19]([CH:27]4[CH2:31][CH2:30][N:29]([S:33]([CH3:32])(=[O:35])=[O:34])[CH2:28]4)[N:20]4[C:25]=3[C:24]([NH2:26])=[N:23][CH:22]=[N:21]4)[CH:13]=[CH:14]2)=[N:9]1)[C:2]1[CH:3]=[CH:4][CH:5]=[CH:6][CH:7]=1. The yield is 0.290. (5) The reactants are [CH3:1][C:2]1([CH3:26])[CH2:7][CH2:6][C:5]([C:8]2[C:9]([C:20]3[CH:25]=[CH:24][CH:23]=[CH:22][CH:21]=3)=[N:10][N:11]([CH3:19])[C:12]=2[CH:13]([OH:18])[C:14]([O:16][CH3:17])=[O:15])=[CH:4][CH2:3]1.Cl(O)(=O)(=O)=O. The catalyst is C(OC(C)(C)C)(=O)C. The product is [C:2]([O:18][CH:13]([C:12]1[N:11]([CH3:19])[N:10]=[C:9]([C:20]2[CH:21]=[CH:22][CH:23]=[CH:24][CH:25]=2)[C:8]=1[C:5]1[CH2:6][CH2:7][C:2]([CH3:26])([CH3:1])[CH2:3][CH:4]=1)[C:14]([O:16][CH3:17])=[O:15])([CH3:7])([CH3:3])[CH3:1]. The yield is 0.770. (6) The reactants are [CH2:1]([O:3][C:4]([C:6]1([NH:15][C:16](=[O:25])[C:17]2[CH:22]=[CH:21][CH:20]=[C:19]([CH3:23])[C:18]=2[OH:24])[CH2:14][C:13]2[C:8](=[CH:9][CH:10]=[CH:11][CH:12]=2)[CH2:7]1)=[O:5])[CH3:2].C([O-])([O-])=O.[Cs+].[Cs+].Br[CH:33]([CH3:35])[CH3:34]. The catalyst is CN(C=O)C. The product is [CH2:1]([O:3][C:4]([C:6]1([NH:15][C:16](=[O:25])[C:17]2[CH:22]=[CH:21][CH:20]=[C:19]([CH3:23])[C:18]=2[O:24][CH:33]([CH3:35])[CH3:34])[CH2:7][C:8]2[C:13](=[CH:12][CH:11]=[CH:10][CH:9]=2)[CH2:14]1)=[O:5])[CH3:2]. The yield is 0.520.